From a dataset of Reaction yield outcomes from USPTO patents with 853,638 reactions. Predict the reaction yield, written as a fraction of the theoretical maximum amount of product (1.0 means a 100% yield; for example, 0.34 means a 34% yield). (1) The reactants are C([O:3][C:4]([C:6]1([NH:16][C:17](=[O:29])[C:18]2[CH:23]=[CH:22][CH:21]=[C:20]([CH3:24])[C:19]=2[O:25][CH:26]([CH3:28])[CH3:27])[CH2:14][C:13]2[C:8](=[CH:9][CH:10]=[C:11]([F:15])[CH:12]=2)[CH2:7]1)=[O:5])C.[OH-].[K+].O. The catalyst is CCO. The product is [F:15][C:11]1[CH:12]=[C:13]2[C:8](=[CH:9][CH:10]=1)[CH2:7][C:6]([NH:16][C:17](=[O:29])[C:18]1[CH:23]=[CH:22][CH:21]=[C:20]([CH3:24])[C:19]=1[O:25][CH:26]([CH3:27])[CH3:28])([C:4]([OH:5])=[O:3])[CH2:14]2. The yield is 0.910. (2) The reactants are [CH2:1]([O:3][C:4]1[CH:5]=[C:6]([C@H:12]([N:18]2[C:26](=[O:27])[C:25]3[C:20](=[CH:21][CH:22]=[CH:23][C:24]=3[NH:28][C:29]([CH:31]3[CH2:33][CH2:32]3)=[O:30])[CH2:19]2)[CH2:13][C:14](=[O:17])[NH:15][OH:16])[CH:7]=[CH:8][C:9]=1[O:10][CH3:11])[CH3:2].[C:34](OC(=O)C)(=[O:36])[CH3:35].CCOCC.CCCCCC. The catalyst is C(#N)C.C(Cl)Cl. The product is [C:34]([O:16][NH:15][C:14]([CH2:13][C@@H:12]([N:18]1[C:26](=[O:27])[C:25]2[C:20](=[CH:21][CH:22]=[CH:23][C:24]=2[NH:28][C:29]([CH:31]2[CH2:33][CH2:32]2)=[O:30])[CH2:19]1)[C:6]1[CH:7]=[CH:8][C:9]([O:10][CH3:11])=[C:4]([O:3][CH2:1][CH3:2])[CH:5]=1)=[O:17])(=[O:36])[CH3:35]. The yield is 0.630. (3) The reactants are [C:1]([O:5][C:6]([NH:8][C@@:9]1([C:24]([O:26][C:27]([CH3:30])([CH3:29])[CH3:28])=[O:25])[C@H:14]([OH:15])[C@H:13]([OH:16])[C@@H:12]2[C@H:10]1[C@H:11]2[C:17]([O:19][C:20]([CH3:23])([CH3:22])[CH3:21])=[O:18])=[O:7])([CH3:4])([CH3:3])[CH3:2].[Cl:31][C:32]1[CH:33]=[C:34]([CH:37]=[CH:38][C:39]=1[Cl:40])[CH2:35]Br.[OH-].[Na+].O. The catalyst is ClCCl.CCCC[N+](CCCC)(CCCC)CCCC.[Cl-]. The product is [C:1]([O:5][C:6]([NH:8][C@@:9]1([C:24]([O:26][C:27]([CH3:30])([CH3:29])[CH3:28])=[O:25])[C@H:14]([O:15][CH2:35][C:34]2[CH:37]=[CH:38][C:39]([Cl:40])=[C:32]([Cl:31])[CH:33]=2)[C@H:13]([OH:16])[C@@H:12]2[C@H:10]1[C@H:11]2[C:17]([O:19][C:20]([CH3:21])([CH3:23])[CH3:22])=[O:18])=[O:7])([CH3:4])([CH3:2])[CH3:3]. The yield is 0.720. (4) The reactants are [OH:1][C:2]1[CH:11]=[CH:10][C:5]([C:6]([NH:8][NH2:9])=[O:7])=[CH:4][CH:3]=1.[C:12]1([CH3:20])[CH:17]=[CH:16][C:15]([CH:18]=O)=[CH:14][CH:13]=1. The catalyst is C(O)(=O)C.CCO. The product is [CH3:20][C:12]1[CH:17]=[CH:16][C:15]([CH:18]=[N:9][NH:8][C:6](=[O:7])[C:5]2[CH:10]=[CH:11][C:2]([OH:1])=[CH:3][CH:4]=2)=[CH:14][CH:13]=1. The yield is 0.960. (5) The reactants are [Cl:1][C:2]1[CH:11]=[CH:10][C:9]2[N:8]=[C:7]3[C:12](=[O:17])[NH:13][C:14]([CH3:16])=[N:15][C:6]3=[C:5]([C:18]([F:21])([F:20])[F:19])[C:4]=2[CH:3]=1.[Li][CH2:23][CH2:24][CH2:25][CH3:26]. The catalyst is C1COCC1.CN(CCN(C)C)C. The product is [CH2:23]([C:5]1([C:18]([F:19])([F:21])[F:20])[C:4]2[CH:3]=[C:2]([Cl:1])[CH:11]=[CH:10][C:9]=2[NH:8][C:7]2[C:12](=[O:17])[NH:13][C:14]([CH3:16])=[N:15][C:6]1=2)[CH2:24][CH2:25][CH3:26]. The yield is 0.170. (6) The reactants are [Cl:1][C:2]1[CH:3]=[C:4]([CH2:9][CH2:10][C:11]([CH:13]2[CH2:17][CH2:16][CH2:15][CH2:14]2)=[O:12])[CH:5]=[CH:6][C:7]=1[OH:8].BrC1C=[CH:23][C:22]([OH:25])=C(F)C=1.BrC(CC)[C:29]([O-])=[O:30]. No catalyst specified. The product is [CH3:29][O:30][C:22](=[O:25])[CH2:23][O:8][C:7]1[CH:6]=[CH:5][C:4]([CH2:9][CH2:10][C:11]([CH:13]2[CH2:17][CH2:16][CH2:15][CH2:14]2)=[O:12])=[CH:3][C:2]=1[Cl:1]. The yield is 0.780. (7) The reactants are [CH3:1][Mg]Cl.CON(C)[C:7]([C:9]1[N:10]=[C:11]([N:14]2[CH:18]=[CH:17][N:16]=[CH:15]2)[S:12][CH:13]=1)=[O:8].[NH4+].[Cl-]. The catalyst is C1COCC1. The product is [N:14]1([C:11]2[S:12][CH:13]=[C:9]([C:7](=[O:8])[CH3:1])[N:10]=2)[CH:18]=[CH:17][N:16]=[CH:15]1. The yield is 0.980. (8) The reactants are [I:1]I.[F:3][C:4]([F:13])([F:12])[C:5]1[CH:11]=[CH:10][C:8]([NH2:9])=[CH:7][CH:6]=1. The catalyst is C(O)C.S([O-])([O-])(=O)=O.[Ag+2]. The product is [I:1][C:10]1[CH:11]=[C:5]([C:4]([F:12])([F:13])[F:3])[CH:6]=[CH:7][C:8]=1[NH2:9]. The yield is 0.610.